This data is from Reaction yield outcomes from USPTO patents with 853,638 reactions. The task is: Predict the reaction yield, written as a fraction of the theoretical maximum amount of product (1.0 means a 100% yield; for example, 0.34 means a 34% yield). (1) The reactants are [C@@H:1]12[CH2:8][C:7](=[O:9])[CH2:6][C@@H:5]1[CH2:4][C:3](=[O:10])[CH2:2]2.[N-:11]=[N+]=[N-].[Na+].[OH-].[Na+]. The catalyst is Cl. The product is [CH2:4]1[C@H:5]2[CH2:6][C:7](=[O:9])[CH2:8][C@H:1]2[CH2:2][C:3](=[O:10])[NH:11]1. The yield is 1.00. (2) The reactants are Cl[C:2]1[C:3]([CH3:22])=[CH:4][C:5]2[N:6]([C:8]([C:11]3[CH:16]=[CH:15][CH:14]=[C:13]([O:17][C:18]([F:21])([F:20])[F:19])[CH:12]=3)=[CH:9][N:10]=2)[N:7]=1.[CH3:23][N:24]1[CH2:29][CH2:28][CH:27]([CH2:30][OH:31])[CH2:26][CH2:25]1.CC([O-])(C)C.[Na+]. The catalyst is C1C=CC(/C=C/C(/C=C/C2C=CC=CC=2)=O)=CC=1.C1C=CC(/C=C/C(/C=C/C2C=CC=CC=2)=O)=CC=1.C1C=CC(/C=C/C(/C=C/C2C=CC=CC=2)=O)=CC=1.[Pd].[Pd].C1(C)C=CC=CC=1. The product is [CH3:22][C:3]1[C:2]([O:31][CH2:30][CH:27]2[CH2:28][CH2:29][N:24]([CH3:23])[CH2:25][CH2:26]2)=[N:7][N:6]2[C:8]([C:11]3[CH:16]=[CH:15][CH:14]=[C:13]([O:17][C:18]([F:21])([F:20])[F:19])[CH:12]=3)=[CH:9][N:10]=[C:5]2[CH:4]=1. The yield is 0.112.